Task: Predict which catalyst facilitates the given reaction.. Dataset: Catalyst prediction with 721,799 reactions and 888 catalyst types from USPTO (1) Reactant: [Cl:1][C:2]1[CH:3]=[C:4]([N:22]([CH2:39][CH3:40])[CH:23]2[CH2:28][CH2:27][N:26]([CH2:29][CH2:30][C:31]3[CH:36]=[CH:35][CH:34]=[C:33]([O:37][CH3:38])[CH:32]=3)[CH2:25][CH2:24]2)[C:5]([CH3:21])=[C:6]([CH:20]=1)[C:7]([NH:9][CH2:10][C:11]1[C:12]([O:18]C)=[N:13][N:14]([CH3:17])[C:15]=1[CH3:16])=[O:8].C(=O)(O)[O-].[Na+]. Product: [Cl:1][C:2]1[CH:3]=[C:4]([N:22]([CH2:39][CH3:40])[CH:23]2[CH2:24][CH2:25][N:26]([CH2:29][CH2:30][C:31]3[CH:36]=[CH:35][CH:34]=[C:33]([O:37][CH3:38])[CH:32]=3)[CH2:27][CH2:28]2)[C:5]([CH3:21])=[C:6]([CH:20]=1)[C:7]([NH:9][CH2:10][C:11]1[C:12](=[O:18])[NH:13][N:14]([CH3:17])[C:15]=1[CH3:16])=[O:8]. The catalyst class is: 33. (2) Reactant: [NH2:1][C:2]1[CH:3]=[CH:4][C:5]2[O:10][CH2:9][CH2:8][N:7]([C:11]3[S:12][C:13]4[C:14](=[O:22])[NH:15][C:16]([CH3:21])([CH3:20])[CH2:17][C:18]=4[N:19]=3)[C:6]=2[CH:23]=1.Br[C:25]1[CH:26]=[CH:27][C:28]([CH3:31])=[N:29][CH:30]=1.CC(C)([O-])C.[Na+]. Product: [CH3:20][C:16]1([CH3:21])[NH:15][C:14](=[O:22])[C:13]2[S:12][C:11]([N:7]3[C:6]4[CH:23]=[C:2]([NH:1][C:25]5[CH:30]=[N:29][C:28]([CH3:31])=[CH:27][CH:26]=5)[CH:3]=[CH:4][C:5]=4[O:10][CH2:9][CH2:8]3)=[N:19][C:18]=2[CH2:17]1. The catalyst class is: 164. (3) Reactant: N.[C:2]([O:6][C:7](=[O:30])[N:8]([CH2:19][C:20]1[CH:25]=[CH:24][C:23]([C:26]#[N:27])=[CH:22][C:21]=1[CH2:28][OH:29])[CH:9]1[C:18]2[N:17]=[CH:16][CH:15]=[CH:14][C:13]=2[CH2:12][CH2:11][CH2:10]1)([CH3:5])([CH3:4])[CH3:3].[H][H]. Product: [C:2]([O:6][C:7](=[O:30])[N:8]([CH2:19][C:20]1[CH:25]=[CH:24][C:23]([CH2:26][NH2:27])=[CH:22][C:21]=1[CH2:28][OH:29])[CH:9]1[C:18]2[N:17]=[CH:16][CH:15]=[CH:14][C:13]=2[CH2:12][CH2:11][CH2:10]1)([CH3:5])([CH3:3])[CH3:4]. The catalyst class is: 94. (4) Reactant: [CH3:1][C:2]1([C:15]([O:17]CC)=[O:16])[CH:6]=[CH:5][N:4]([C:7]2[CH:12]=[CH:11][C:10]([O:13][CH3:14])=[CH:9][CH:8]=2)[NH:3]1.[OH-].[K+]. Product: [CH3:1][C:2]1([C:15]([OH:17])=[O:16])[CH:6]=[CH:5][N:4]([C:7]2[CH:12]=[CH:11][C:10]([O:13][CH3:14])=[CH:9][CH:8]=2)[NH:3]1. The catalyst class is: 8. (5) Reactant: [Cl:1][C:2]1[N:7]=[C:6](Cl)[C:5]([N+:9]([O-:11])=[O:10])=[CH:4][N:3]=1.[CH:12]1([NH2:17])[CH2:16][CH2:15][CH2:14][CH2:13]1.C(N(CC)C(C)C)(C)C. Product: [Cl:1][C:2]1[N:7]=[C:6]([NH:17][CH:12]2[CH2:16][CH2:15][CH2:14][CH2:13]2)[C:5]([N+:9]([O-:11])=[O:10])=[CH:4][N:3]=1. The catalyst class is: 1. (6) Reactant: C(OP([CH2:9][C:10]([O:12][CH2:13][CH3:14])=[O:11])(OCC)=O)C.[H-].[Na+].[CH2:17]([N:24]1[C:28]([CH:29]=O)=[CH:27][C:26]([O:31][CH2:32][C:33]2[CH:38]=[CH:37][CH:36]=[CH:35][CH:34]=2)=[N:25]1)[C:18]1[CH:23]=[CH:22][CH:21]=[CH:20][CH:19]=1.[Cl-].[NH4+]. Product: [CH2:17]([N:24]1[C:28](/[CH:29]=[CH:9]/[C:10]([O:12][CH2:13][CH3:14])=[O:11])=[CH:27][C:26]([O:31][CH2:32][C:33]2[CH:38]=[CH:37][CH:36]=[CH:35][CH:34]=2)=[N:25]1)[C:18]1[CH:19]=[CH:20][CH:21]=[CH:22][CH:23]=1. The catalyst class is: 7.